From a dataset of NCI-60 drug combinations with 297,098 pairs across 59 cell lines. Regression. Given two drug SMILES strings and cell line genomic features, predict the synergy score measuring deviation from expected non-interaction effect. Drug 1: CC1=C2C(C(=O)C3(C(CC4C(C3C(C(C2(C)C)(CC1OC(=O)C(C(C5=CC=CC=C5)NC(=O)OC(C)(C)C)O)O)OC(=O)C6=CC=CC=C6)(CO4)OC(=O)C)O)C)O. Drug 2: C1=CC=C(C=C1)NC(=O)CCCCCCC(=O)NO. Cell line: SW-620. Synergy scores: CSS=12.7, Synergy_ZIP=-3.35, Synergy_Bliss=-0.896, Synergy_Loewe=-0.959, Synergy_HSA=-2.08.